Dataset: Reaction yield outcomes from USPTO patents with 853,638 reactions. Task: Predict the reaction yield, written as a fraction of the theoretical maximum amount of product (1.0 means a 100% yield; for example, 0.34 means a 34% yield). The reactants are Cl[C:2]1[C:3]([CH2:14][C:15]2[N:16]=[CH:17][NH:18][CH:19]=2)=[C:4]([C:8]2[CH:13]=[CH:12][CH:11]=[CH:10][CH:9]=2)[CH:5]=[CH:6][CH:7]=1. The catalyst is CO.[Pd]. The product is [C:4]1([C:8]2[CH:9]=[CH:10][CH:11]=[CH:12][CH:13]=2)[CH:5]=[CH:6][CH:7]=[CH:2][C:3]=1[CH2:14][C:15]1[N:16]=[CH:17][NH:18][CH:19]=1. The yield is 0.570.